Dataset: Reaction yield outcomes from USPTO patents with 853,638 reactions. Task: Predict the reaction yield, written as a fraction of the theoretical maximum amount of product (1.0 means a 100% yield; for example, 0.34 means a 34% yield). (1) The reactants are [F:1][C:2]1[CH:7]=[C:6]([O:8][C:9]2[C:14]3[N:15]=[CH:16][C:17](=[O:19])[NH:18][C:13]=3[N:12]=[CH:11][CH:10]=2)[CH:5]=[CH:4][C:3]=1[NH:20][C:21](=[O:29])OC1C=CC=CC=1.[C:30]([C:34]1[CH:38]=[C:37]([NH2:39])[N:36]([C:40]2[CH:41]=[N:42][C:43]([CH3:46])=[CH:44][CH:45]=2)[N:35]=1)([CH3:33])([CH3:32])[CH3:31]. No catalyst specified. The product is [C:30]([C:34]1[CH:38]=[C:37]([NH:39][C:21]([NH:20][C:3]2[CH:4]=[CH:5][C:6]([O:8][C:9]3[C:14]4[N:15]=[CH:16][C:17](=[O:19])[NH:18][C:13]=4[N:12]=[CH:11][CH:10]=3)=[CH:7][C:2]=2[F:1])=[O:29])[N:36]([C:40]2[CH:41]=[N:42][C:43]([CH3:46])=[CH:44][CH:45]=2)[N:35]=1)([CH3:33])([CH3:32])[CH3:31]. The yield is 0.170. (2) The reactants are N#N.Cl.Cl.[CH2:5]([N:7]1[CH2:12][CH2:11][C:10]([S:17]([C:20]2[CH:25]=[CH:24][C:23]([C:26]3[CH:31]=[N:30][C:29]([CH2:32][CH2:33][C:34]([F:40])([F:39])[C:35]([F:38])([F:37])[F:36])=[CH:28][N:27]=3)=[CH:22][CH:21]=2)(=[O:19])=[O:18])([C:13]([NH:15][OH:16])=[O:14])[CH2:9][CH2:8]1)[CH3:6].[C:41]([O:45][C:46]([C:48]1(S(C2C=CC(C3C=NC(CCC(F)(F)C(F)(F)F)=CN=3)=CC=2)(=O)=O)[CH2:53][CH2:52]N(C2CC2)CC1)=O)(C)(C)C.[C:81]([O-])([O-])=O.[Na+].[Na+]. The catalyst is C(OCC)(=O)C.O.C1C=CC(P(C2C=CC=CC=2)[C-]2C=CC=C2)=CC=1.C1C=CC(P(C2C=CC=CC=2)[C-]2C=CC=C2)=CC=1.Cl[Pd]Cl.[Fe+2].C(O)C.C1(C)C=CC=CC=1. The product is [O:45]1[CH2:41][CH2:52][CH2:53][CH2:48][CH:46]1[O:16][NH:15][C:13]([C:10]1([S:17]([C:20]2[CH:25]=[CH:24][C:23]([C:26]3[CH:31]=[N:30][C:29]([CH2:32][CH2:33][C:34]([F:40])([F:39])[C:35]([F:38])([F:37])[F:36])=[CH:28][N:27]=3)=[CH:22][CH:21]=2)(=[O:19])=[O:18])[CH2:11][CH2:12][N:7]([CH:5]2[CH2:81][CH2:6]2)[CH2:8][CH2:9]1)=[O:14]. The yield is 0.710. (3) The reactants are Cl[C:2]1[C:11]2[C:6](=[CH:7][C:8]([O:14][CH2:15][CH2:16][CH2:17][N:18]3[CH2:23][CH2:22][O:21][CH2:20][CH2:19]3)=[C:9]([O:12][CH3:13])[CH:10]=2)[N:5]=[CH:4][N:3]=1.[F:24][C:25]1[CH:33]=[C:32]([C:34]#[C:35][CH2:36][O:37][CH3:38])[C:28]2[O:29][CH2:30][O:31][C:27]=2[C:26]=1[NH2:39].C[Si]([N-][Si](C)(C)C)(C)C.[Na+]. The catalyst is CN(C=O)C. The product is [F:24][C:25]1[CH:33]=[C:32]([C:34]#[C:35][CH2:36][O:37][CH3:38])[C:28]2[O:29][CH2:30][O:31][C:27]=2[C:26]=1[NH:39][C:2]1[C:11]2[C:6](=[CH:7][C:8]([O:14][CH2:15][CH2:16][CH2:17][N:18]3[CH2:23][CH2:22][O:21][CH2:20][CH2:19]3)=[C:9]([O:12][CH3:13])[CH:10]=2)[N:5]=[CH:4][N:3]=1. The yield is 0.780. (4) The yield is 0.900. No catalyst specified. The reactants are [CH3:1][C:2]1[O:6][N:5]=[C:4]([C:7]2[CH:12]=[CH:11][CH:10]=[CH:9][CH:8]=2)[C:3]=1[CH2:13][O:14][C:15]1[CH:23]=[CH:22][C:18]([C:19]([OH:21])=O)=[CH:17][N:16]=1.[NH2:24][CH2:25][CH2:26][CH:27]([OH:29])[CH3:28]. The product is [OH:29][CH:27]([CH3:28])[CH2:26][CH2:25][NH:24][C:19](=[O:21])[C:18]1[CH:22]=[CH:23][C:15]([O:14][CH2:13][C:3]2[C:4]([C:7]3[CH:8]=[CH:9][CH:10]=[CH:11][CH:12]=3)=[N:5][O:6][C:2]=2[CH3:1])=[N:16][CH:17]=1.